This data is from Catalyst prediction with 721,799 reactions and 888 catalyst types from USPTO. The task is: Predict which catalyst facilitates the given reaction. The catalyst class is: 61. Reactant: Cl.[F:2][C:3]1[CH:41]=[CH:40][C:6]([CH2:7][NH:8][C:9]([C:11]2[N:12]=[C:13]3[C@H:20]([NH:21]C(=O)OCC4C=CC=CC=4)[C@@:19]4([CH3:35])[C:32]([CH3:34])([CH3:33])[C@H:16]([CH2:17][CH2:18]4)[CH2:15][N:14]3[C:36](=[O:39])[C:37]=2[OH:38])=[O:10])=[CH:5][CH:4]=1.C(N(C(C)C)CC)(C)C.[CH3:51][S:52](Cl)(=[O:54])=[O:53].N(C)C. Product: [F:2][C:3]1[CH:41]=[CH:40][C:6]([CH2:7][NH:8][C:9]([C:11]2[N:12]=[C:13]3[C@H:20]([NH:21][S:52]([CH3:51])(=[O:54])=[O:53])[C@@:19]4([CH3:35])[C:32]([CH3:34])([CH3:33])[C@H:16]([CH2:17][CH2:18]4)[CH2:15][N:14]3[C:36](=[O:39])[C:37]=2[OH:38])=[O:10])=[CH:5][CH:4]=1.